This data is from Full USPTO retrosynthesis dataset with 1.9M reactions from patents (1976-2016). The task is: Predict the reactants needed to synthesize the given product. (1) Given the product [Br:1][C:2]1[N:10]2[C:5]([CH:6]=[N:7][C:8]([NH:26][C:23]3[CH:24]=[CH:25][C:20]([CH2:19][N:16]4[CH2:17][CH2:18][S:13](=[O:27])(=[O:12])[CH2:14][CH2:15]4)=[CH:21][CH:22]=3)=[N:9]2)=[CH:4][CH:3]=1, predict the reactants needed to synthesize it. The reactants are: [Br:1][C:2]1[N:10]2[C:5]([CH:6]=[N:7][C:8](O)=[N:9]2)=[CH:4][CH:3]=1.[O:12]=[S:13]1(=[O:27])[CH2:18][CH2:17][N:16]([CH2:19][C:20]2[CH:25]=[CH:24][C:23]([NH2:26])=[CH:22][CH:21]=2)[CH2:15][CH2:14]1. (2) Given the product [Cl:1][C:2]1[CH:3]=[C:4]2[C:12](=[C:13]([NH:15][C:16]([CH:18]3[CH2:23][O:22][C:21]([CH3:24])([CH3:25])[CH2:20][N:19]3[CH2:26][CH:27]([NH:29][C:39](=[O:40])[C:38]([F:49])([F:48])[F:37])[CH3:28])=[O:17])[CH:14]=1)[NH:11][C:10]1[CH:9]=[N:8][CH:7]=[CH:6][C:5]2=1, predict the reactants needed to synthesize it. The reactants are: [Cl:1][C:2]1[CH:3]=[C:4]2[C:12](=[C:13]([NH:15][C:16]([CH:18]3[CH2:23][O:22][C:21]([CH3:25])([CH3:24])[CH2:20][N:19]3[CH2:26][CH:27]([NH2:29])[CH3:28])=[O:17])[CH:14]=1)[NH:11][C:10]1[CH:9]=[N:8][CH:7]=[CH:6][C:5]2=1.C(N(CC)CC)C.[F:37][C:38]([F:49])([F:48])[C:39](O[C:39](=[O:40])[C:38]([F:49])([F:48])[F:37])=[O:40].C([O-])(=O)C.[NH4+]. (3) Given the product [Cl:30][C:12]1[C:13]([C:15]2[CH:16]=[N:17][C:18]([Cl:29])=[C:19]([NH:21][CH2:22][CH:23]3[CH2:28][CH2:27][O:26][CH2:25][CH2:24]3)[CH:20]=2)=[CH:14][C:9]([NH:8][C@H:5]2[CH2:6][CH2:7][C@H:2]([NH:1][CH2:38][CH2:39][O:40][CH3:41])[CH2:3][CH2:4]2)=[N:10][CH:11]=1, predict the reactants needed to synthesize it. The reactants are: [NH2:1][C@H:2]1[CH2:7][CH2:6][C@H:5]([NH:8][C:9]2[CH:14]=[C:13]([C:15]3[CH:16]=[N:17][C:18]([Cl:29])=[C:19]([NH:21][CH2:22][CH:23]4[CH2:28][CH2:27][O:26][CH2:25][CH2:24]4)[CH:20]=3)[C:12]([Cl:30])=[CH:11][N:10]=2)[CH2:4][CH2:3]1.C([O-])([O-])=O.[K+].[K+].Br[CH2:38][CH2:39][O:40][CH3:41]. (4) Given the product [C:8]([O:11][CH2:12][C:13]([CH3:42])([CH3:43])[CH2:14][N:15]1[C:21]2[CH:22]=[CH:23][C:24]([Cl:26])=[CH:25][C:20]=2[C@@H:19]([C:27]2[CH:32]=[CH:31][CH:30]=[C:29]([O:33][CH3:34])[C:28]=2[O:35][CH3:36])[O:18][C@H:17]([CH2:37][C:38]([NH:53][C:54]2[CH:63]=[CH:62][CH:61]=[C:60]3[C:55]=2[CH:56]=[CH:57][CH:58]=[C:59]3[C:64]([O:66][CH2:67][CH3:68])=[O:65])=[O:40])[C:16]1=[O:41])(=[O:10])[CH3:9], predict the reactants needed to synthesize it. The reactants are: C(N(CC)CC)C.[C:8]([O:11][CH2:12][C:13]([CH3:43])([CH3:42])[CH2:14][N:15]1[C:21]2[CH:22]=[CH:23][C:24]([Cl:26])=[CH:25][C:20]=2[C@@H:19]([C:27]2[CH:32]=[CH:31][CH:30]=[C:29]([O:33][CH3:34])[C:28]=2[O:35][CH3:36])[O:18][C@H:17]([CH2:37][C:38]([OH:40])=O)[C:16]1=[O:41])(=[O:10])[CH3:9].ClC(OCC(C)C)=O.Cl.[NH2:53][C:54]1[CH:63]=[CH:62][CH:61]=[C:60]2[C:55]=1[CH:56]=[CH:57][CH:58]=[C:59]2[C:64]([O:66][CH2:67][CH3:68])=[O:65].N1C=CC=CC=1.Cl. (5) Given the product [CH:17]1([NH:20][C:14]([CH:11]2[CH2:10][CH2:9][N:8]([C:6]([O:5][C:1]([CH3:2])([CH3:3])[CH3:4])=[O:7])[CH2:13][CH2:12]2)=[O:16])[CH2:19][CH2:18]1, predict the reactants needed to synthesize it. The reactants are: [C:1]([O:5][C:6]([N:8]1[CH2:13][CH2:12][CH:11]([C:14]([OH:16])=O)[CH2:10][CH2:9]1)=[O:7])([CH3:4])([CH3:3])[CH3:2].[CH:17]1([NH2:20])[CH2:19][CH2:18]1.CN(C(ON1N=NC2C=CC=NC1=2)=[N+](C)C)C.F[P-](F)(F)(F)(F)F. (6) Given the product [Cl:1][C:2]1[CH:26]=[CH:25][CH:24]=[CH:23][C:3]=1[CH2:4][C:5]1([CH3:22])[N:9]([CH3:10])[C:8](=[O:11])[NH:7][C:6]1=[O:21], predict the reactants needed to synthesize it. The reactants are: [Cl:1][C:2]1[CH:26]=[CH:25][CH:24]=[CH:23][C:3]=1[CH2:4][C:5]1([CH3:22])[N:9]([CH3:10])[C:8](=[O:11])[N:7](CC2C=CC(OC)=CC=2)[C:6]1=[O:21].C([O-])(O)=O.[Na+].O.